This data is from NCI-60 drug combinations with 297,098 pairs across 59 cell lines. The task is: Regression. Given two drug SMILES strings and cell line genomic features, predict the synergy score measuring deviation from expected non-interaction effect. (1) Drug 1: CN(C)N=NC1=C(NC=N1)C(=O)N. Drug 2: CCCS(=O)(=O)NC1=C(C(=C(C=C1)F)C(=O)C2=CNC3=C2C=C(C=N3)C4=CC=C(C=C4)Cl)F. Cell line: LOX IMVI. Synergy scores: CSS=48.8, Synergy_ZIP=-3.86, Synergy_Bliss=-4.35, Synergy_Loewe=2.21, Synergy_HSA=3.97. (2) Drug 1: CC1=CC2C(CCC3(C2CCC3(C(=O)C)OC(=O)C)C)C4(C1=CC(=O)CC4)C. Drug 2: C1=NC2=C(N1)C(=S)N=CN2. Cell line: NCI-H322M. Synergy scores: CSS=-8.89, Synergy_ZIP=-9.92, Synergy_Bliss=-30.9, Synergy_Loewe=-67.7, Synergy_HSA=-34.2. (3) Synergy scores: CSS=15.5, Synergy_ZIP=-2.22, Synergy_Bliss=0.629, Synergy_Loewe=1.33, Synergy_HSA=1.38. Drug 2: CC(C)CN1C=NC2=C1C3=CC=CC=C3N=C2N. Cell line: IGROV1. Drug 1: CN(CCCl)CCCl.Cl. (4) Drug 1: C#CCC(CC1=CN=C2C(=N1)C(=NC(=N2)N)N)C3=CC=C(C=C3)C(=O)NC(CCC(=O)O)C(=O)O. Drug 2: C1CN(P(=O)(OC1)NCCCl)CCCl. Cell line: HT29. Synergy scores: CSS=-1.66, Synergy_ZIP=-2.31, Synergy_Bliss=-7.62, Synergy_Loewe=-8.21, Synergy_HSA=-10.3. (5) Drug 1: C1=NC(=NC(=O)N1C2C(C(C(O2)CO)O)O)N. Drug 2: C1CCC(C(C1)N)N.C(=O)(C(=O)[O-])[O-].[Pt+4]. Cell line: UACC-257. Synergy scores: CSS=17.0, Synergy_ZIP=-4.72, Synergy_Bliss=-2.68, Synergy_Loewe=-3.74, Synergy_HSA=-1.38. (6) Drug 1: CCC1=CC2CC(C3=C(CN(C2)C1)C4=CC=CC=C4N3)(C5=C(C=C6C(=C5)C78CCN9C7C(C=CC9)(C(C(C8N6C)(C(=O)OC)O)OC(=O)C)CC)OC)C(=O)OC. Drug 2: C1=CC(=C(C=C1I)F)NC2=C(C=CC(=C2F)F)C(=O)NOCC(CO)O. Cell line: UACC62. Synergy scores: CSS=58.0, Synergy_ZIP=-4.50, Synergy_Bliss=-5.83, Synergy_Loewe=1.63, Synergy_HSA=3.88. (7) Cell line: 786-0. Drug 2: C1=CC=C(C=C1)NC(=O)CCCCCCC(=O)NO. Drug 1: CC1C(C(=O)NC(C(=O)N2CCCC2C(=O)N(CC(=O)N(C(C(=O)O1)C(C)C)C)C)C(C)C)NC(=O)C3=C4C(=C(C=C3)C)OC5=C(C(=O)C(=C(C5=N4)C(=O)NC6C(OC(=O)C(N(C(=O)CN(C(=O)C7CCCN7C(=O)C(NC6=O)C(C)C)C)C)C(C)C)C)N)C. Synergy scores: CSS=2.16, Synergy_ZIP=-2.44, Synergy_Bliss=-4.64, Synergy_Loewe=-2.02, Synergy_HSA=-4.24. (8) Drug 1: CCC1=CC2CC(C3=C(CN(C2)C1)C4=CC=CC=C4N3)(C5=C(C=C6C(=C5)C78CCN9C7C(C=CC9)(C(C(C8N6C)(C(=O)OC)O)OC(=O)C)CC)OC)C(=O)OC.C(C(C(=O)O)O)(C(=O)O)O. Drug 2: CCC1=C2CN3C(=CC4=C(C3=O)COC(=O)C4(CC)O)C2=NC5=C1C=C(C=C5)O. Cell line: MCF7. Synergy scores: CSS=30.7, Synergy_ZIP=-8.25, Synergy_Bliss=-1.95, Synergy_Loewe=-3.00, Synergy_HSA=1.31.